This data is from NCI-60 drug combinations with 297,098 pairs across 59 cell lines. The task is: Regression. Given two drug SMILES strings and cell line genomic features, predict the synergy score measuring deviation from expected non-interaction effect. (1) Drug 1: CC1C(C(CC(O1)OC2CC(OC(C2O)C)OC3=CC4=CC5=C(C(=O)C(C(C5)C(C(=O)C(C(C)O)O)OC)OC6CC(C(C(O6)C)O)OC7CC(C(C(O7)C)O)OC8CC(C(C(O8)C)O)(C)O)C(=C4C(=C3C)O)O)O)O. Drug 2: N.N.Cl[Pt+2]Cl. Cell line: SK-MEL-28. Synergy scores: CSS=51.4, Synergy_ZIP=2.22, Synergy_Bliss=3.34, Synergy_Loewe=-13.9, Synergy_HSA=0.629. (2) Drug 2: CC1CCCC2(C(O2)CC(NC(=O)CC(C(C(=O)C(C1O)C)(C)C)O)C(=CC3=CSC(=N3)C)C)C. Drug 1: CC1=C2C(C(=O)C3(C(CC4C(C3C(C(C2(C)C)(CC1OC(=O)C(C(C5=CC=CC=C5)NC(=O)OC(C)(C)C)O)O)OC(=O)C6=CC=CC=C6)(CO4)OC(=O)C)O)C)O. Cell line: NCI-H522. Synergy scores: CSS=48.5, Synergy_ZIP=1.17, Synergy_Bliss=-0.777, Synergy_Loewe=-11.8, Synergy_HSA=0.258. (3) Drug 1: CC(C)NC(=O)C1=CC=C(C=C1)CNNC.Cl. Drug 2: C1CN(P(=O)(OC1)NCCCl)CCCl. Cell line: EKVX. Synergy scores: CSS=-1.37, Synergy_ZIP=-1.06, Synergy_Bliss=-4.31, Synergy_Loewe=-1.03, Synergy_HSA=-4.37. (4) Drug 1: CCC(=C(C1=CC=CC=C1)C2=CC=C(C=C2)OCCN(C)C)C3=CC=CC=C3.C(C(=O)O)C(CC(=O)O)(C(=O)O)O. Drug 2: C1=NC2=C(N=C(N=C2N1C3C(C(C(O3)CO)O)F)Cl)N. Cell line: SR. Synergy scores: CSS=0.0910, Synergy_ZIP=-1.43, Synergy_Bliss=-3.39, Synergy_Loewe=-3.73, Synergy_HSA=-4.23. (5) Drug 1: CC1=CC2C(CCC3(C2CCC3(C(=O)C)OC(=O)C)C)C4(C1=CC(=O)CC4)C. Drug 2: CC(C)(C#N)C1=CC(=CC(=C1)CN2C=NC=N2)C(C)(C)C#N. Cell line: LOX IMVI. Synergy scores: CSS=1.53, Synergy_ZIP=-1.99, Synergy_Bliss=-2.71, Synergy_Loewe=-2.03, Synergy_HSA=-1.47.